This data is from Full USPTO retrosynthesis dataset with 1.9M reactions from patents (1976-2016). The task is: Predict the reactants needed to synthesize the given product. (1) Given the product [Br:14][C:15]1[CH:21]=[CH:20][C:18]([NH:19][C:4](=[O:5])[C:3]2[CH:7]=[C:8]([N+:11]([O-:13])=[O:12])[CH:9]=[CH:10][C:2]=2[F:1])=[CH:17][CH:16]=1, predict the reactants needed to synthesize it. The reactants are: [F:1][C:2]1[CH:10]=[CH:9][C:8]([N+:11]([O-:13])=[O:12])=[CH:7][C:3]=1[C:4](Cl)=[O:5].[Br:14][C:15]1[CH:21]=[CH:20][C:18]([NH2:19])=[CH:17][CH:16]=1. (2) Given the product [F:38][C:35]([F:36])([F:37])[C:33]1[CH:32]=[CH:31][C:29]2[N:30]=[C:26]([NH:1][C:2]3[CH:3]=[CH:4][C:5]([C:8]4[CH:13]=[CH:12][C:11]([C:14]([C@@H:16]5[CH2:20][CH2:19][CH2:18][C@H:17]5[C:21]([OH:23])=[O:22])=[O:15])=[CH:10][CH:9]=4)=[CH:6][CH:7]=3)[S:27][C:28]=2[CH:34]=1, predict the reactants needed to synthesize it. The reactants are: [NH2:1][C:2]1[CH:7]=[CH:6][C:5]([C:8]2[CH:13]=[CH:12][C:11]([C:14]([C@@H:16]3[CH2:20][CH2:19][CH2:18][C@H:17]3[C:21]([O:23]C)=[O:22])=[O:15])=[CH:10][CH:9]=2)=[CH:4][CH:3]=1.Cl[C:26]1[S:27][C:28]2[CH:34]=[C:33]([C:35]([F:38])([F:37])[F:36])[CH:32]=[CH:31][C:29]=2[N:30]=1.Cl. (3) Given the product [CH2:65]([Cl:67])[Cl:66].[CH2:65]([Cl:67])[Cl:66].[CH3:16][OH:17].[NH4+:2].[OH-:24].[ClH:1].[CH3:23][O:22][C:20]1[CH:19]=[CH:18][C:13]2[N:14]=[CH:15][C:16](=[O:17])[N:11]([CH2:10][CH2:9][N:6]3[CH2:5][CH2:4][CH:3]([NH:2][CH2:34][C:31]4[NH:30][C:29]5=[N:36][C:25](=[O:24])[CH2:26][CH2:27][C:28]5=[CH:33][N:32]=4)[CH2:8][CH2:7]3)[C:12]=2[N:21]=1, predict the reactants needed to synthesize it. The reactants are: [ClH:1].[NH2:2][CH:3]1[CH2:8][CH2:7][N:6]([CH2:9][CH2:10][N:11]2[C:16](=[O:17])[CH:15]=[N:14][C:13]3[CH:18]=[CH:19][C:20]([O:22][CH3:23])=[N:21][C:12]2=3)[CH2:5][CH2:4]1.[O:24]=[C:25]1[NH:36][C:29]2[N:30]=[C:31]([CH:34]=O)[N:32]=[CH:33][C:28]=2[CH2:27][CH2:26]1.C([O-])(O)=O.[Na+].[O-]S([O-])(=O)=O.[Na+].[Na+].[BH-](OC(C)=O)(OC(C)=O)OC(C)=O.[Na+].CO.[CH2:65]([Cl:67])[Cl:66].